From a dataset of Reaction yield outcomes from USPTO patents with 853,638 reactions. Predict the reaction yield, written as a fraction of the theoretical maximum amount of product (1.0 means a 100% yield; for example, 0.34 means a 34% yield). The reactants are O1CCCC1.[CH2:6]([NH:13][C:14]1[CH:19]=[CH:18][C:17]([CH2:20][C:21](Cl)=[N:22][OH:23])=[CH:16][CH:15]=1)[C:7]1[CH:12]=[CH:11][CH:10]=[CH:9][CH:8]=1.[C:25]([C:27]1[C:28]([NH2:33])=[N:29][CH:30]=[CH:31][CH:32]=1)#[CH:26].C(N(CC)CC)C. The catalyst is O. The product is [CH2:6]([NH:13][C:14]1[CH:19]=[CH:18][C:17]([CH2:20][C:21]2[CH:26]=[C:25]([C:27]3[C:28]([NH2:33])=[N:29][CH:30]=[CH:31][CH:32]=3)[O:23][N:22]=2)=[CH:16][CH:15]=1)[C:7]1[CH:12]=[CH:11][CH:10]=[CH:9][CH:8]=1. The yield is 0.0700.